Task: Predict which catalyst facilitates the given reaction.. Dataset: Catalyst prediction with 721,799 reactions and 888 catalyst types from USPTO (1) Reactant: [Cl:1][C:2]1[CH:10]=[CH:9][C:8]2[NH:7][C:6]3[CH2:11][CH2:12][N:13]([CH3:16])[CH2:14][CH2:15][C:5]=3[C:4]=2[CH:3]=1.N1CCC[C@H]1C(O)=O.[O-]P([O-])([O-])=O.[K+].[K+].[K+].Br[CH:34]=[C:35]([C:37]1[CH:42]=[CH:41][C:40]([Cl:43])=[C:39]([Cl:44])[CH:38]=1)[CH3:36]. Product: [Cl:1][C:2]1[CH:10]=[CH:9][C:8]2[N:7](/[CH:34]=[C:35](/[C:37]3[CH:42]=[CH:41][C:40]([Cl:43])=[C:39]([Cl:44])[CH:38]=3)\[CH3:36])[C:6]3[CH2:11][CH2:12][N:13]([CH3:16])[CH2:14][CH2:15][C:5]=3[C:4]=2[CH:3]=1. The catalyst class is: 122. (2) Reactant: [Br:1][C:2]1[C:3]([N:12]2[CH2:17][CH2:16][N:15]([CH2:18][CH:19]3[CH2:22][CH2:21][CH2:20]3)[CH2:14][CH2:13]2)=[C:4]([N+:9]([O-])=O)[C:5]([NH2:8])=[N:6][CH:7]=1.[CH:23](=O)[C:24]1[CH:29]=[CH:28][C:27]([O:30][CH3:31])=[CH:26][CH:25]=1.[O-]S(S([O-])=O)=O.[Na+].[Na+]. Product: [Br:1][C:2]1[C:3]([N:12]2[CH2:17][CH2:16][N:15]([CH2:18][CH:19]3[CH2:22][CH2:21][CH2:20]3)[CH2:14][CH2:13]2)=[C:4]2[N:9]=[C:23]([C:24]3[CH:29]=[CH:28][C:27]([O:30][CH3:31])=[CH:26][CH:25]=3)[NH:8][C:5]2=[N:6][CH:7]=1. The catalyst class is: 14. (3) Reactant: Br[CH2:2][C:3]1[CH:4]=[C:5]([C:8]([C:10]2[C:11]([NH:16][C@H:17]3[CH2:21][C@H:20]([O:22][Si:23]([CH:30]([CH3:32])[CH3:31])([CH:27]([CH3:29])[CH3:28])[CH:24]([CH3:26])[CH3:25])[C@@H:19]([CH2:33][O:34][Si:35]([C:38]([CH3:41])([CH3:40])[CH3:39])([CH3:37])[CH3:36])[CH2:18]3)=[N:12][CH:13]=[N:14][CH:15]=2)=[O:9])[S:6][CH:7]=1.C(N(CC)C(C)C)(C)C.Cl.[F:52][C:53]1([F:58])[CH2:57][CH2:56][NH:55][CH2:54]1. Product: [Si:35]([O:34][CH2:33][C@@H:19]1[C@@H:20]([O:22][Si:23]([CH:24]([CH3:26])[CH3:25])([CH:30]([CH3:31])[CH3:32])[CH:27]([CH3:29])[CH3:28])[CH2:21][C@H:17]([NH:16][C:11]2[C:10]([C:8]([C:5]3[S:6][CH:7]=[C:3]([CH2:2][N:55]4[CH2:56][CH2:57][C:53]([F:58])([F:52])[CH2:54]4)[CH:4]=3)=[O:9])=[CH:15][N:14]=[CH:13][N:12]=2)[CH2:18]1)([C:38]([CH3:41])([CH3:39])[CH3:40])([CH3:37])[CH3:36]. The catalyst class is: 1. (4) Product: [Cl:1][C:2]1[CH:22]=[CH:21][CH:20]=[C:19]([C:23]([F:24])([F:26])[F:25])[C:3]=1[C:4]([N:6]1[C:14]2[C:9](=[CH:10][CH:11]=[C:12]([C:15]([OH:17])=[O:16])[CH:13]=2)[C:8]([I:18])=[N:7]1)=[O:5]. The catalyst class is: 20. Reactant: [Cl:1][C:2]1[CH:22]=[CH:21][CH:20]=[C:19]([C:23]([F:26])([F:25])[F:24])[C:3]=1[C:4]([N:6]1[C:14]2[C:9](=[CH:10][CH:11]=[C:12]([C:15]([O-:17])=[O:16])[CH:13]=2)[C:8]([I:18])=[N:7]1)=[O:5].[Li+].[OH-].